Regression. Given two drug SMILES strings and cell line genomic features, predict the synergy score measuring deviation from expected non-interaction effect. From a dataset of NCI-60 drug combinations with 297,098 pairs across 59 cell lines. (1) Drug 1: CC1=C2C(C(=O)C3(C(CC4C(C3C(C(C2(C)C)(CC1OC(=O)C(C(C5=CC=CC=C5)NC(=O)OC(C)(C)C)O)O)OC(=O)C6=CC=CC=C6)(CO4)OC(=O)C)OC)C)OC. Drug 2: C1CN(CCN1C(=O)CCBr)C(=O)CCBr. Cell line: EKVX. Synergy scores: CSS=32.3, Synergy_ZIP=-5.83, Synergy_Bliss=-4.00, Synergy_Loewe=-38.9, Synergy_HSA=-2.89. (2) Drug 1: C1CN1C2=NC(=NC(=N2)N3CC3)N4CC4. Drug 2: C1=C(C(=O)NC(=O)N1)N(CCCl)CCCl. Cell line: CAKI-1. Synergy scores: CSS=46.5, Synergy_ZIP=-11.6, Synergy_Bliss=-9.51, Synergy_Loewe=-5.59, Synergy_HSA=-2.68. (3) Drug 1: CC1=C(C=C(C=C1)NC2=NC=CC(=N2)N(C)C3=CC4=NN(C(=C4C=C3)C)C)S(=O)(=O)N.Cl. Drug 2: C1C(C(OC1N2C=C(C(=O)NC2=O)F)CO)O. Cell line: OVCAR3. Synergy scores: CSS=38.6, Synergy_ZIP=13.4, Synergy_Bliss=14.3, Synergy_Loewe=-18.2, Synergy_HSA=12.6. (4) Drug 1: CCCS(=O)(=O)NC1=C(C(=C(C=C1)F)C(=O)C2=CNC3=C2C=C(C=N3)C4=CC=C(C=C4)Cl)F. Drug 2: C(CC(=O)O)C(=O)CN.Cl. Cell line: COLO 205. Synergy scores: CSS=40.2, Synergy_ZIP=-4.08, Synergy_Bliss=-4.61, Synergy_Loewe=-8.10, Synergy_HSA=-1.67. (5) Drug 1: CC(C)CN1C=NC2=C1C3=CC=CC=C3N=C2N. Drug 2: B(C(CC(C)C)NC(=O)C(CC1=CC=CC=C1)NC(=O)C2=NC=CN=C2)(O)O. Cell line: UO-31. Synergy scores: CSS=41.4, Synergy_ZIP=-0.327, Synergy_Bliss=-4.85, Synergy_Loewe=-21.7, Synergy_HSA=-11.1.